Dataset: Full USPTO retrosynthesis dataset with 1.9M reactions from patents (1976-2016). Task: Predict the reactants needed to synthesize the given product. Given the product [CH3:15][S:16]([NH:1][CH:2]1[CH2:3][CH2:4][N:5]([C:8]([O:10][CH2:11][CH2:12][CH2:13][CH3:14])=[O:9])[CH2:6][CH2:7]1)(=[O:18])=[O:17], predict the reactants needed to synthesize it. The reactants are: [NH2:1][CH:2]1[CH2:7][CH2:6][N:5]([C:8]([O:10][CH2:11][CH2:12][CH2:13][CH3:14])=[O:9])[CH2:4][CH2:3]1.[CH3:15][S:16](Cl)(=[O:18])=[O:17].CCN(C(C)C)C(C)C.ClCCl.